Task: Predict which catalyst facilitates the given reaction.. Dataset: Catalyst prediction with 721,799 reactions and 888 catalyst types from USPTO (1) Reactant: [CH3:1][O:2][CH2:3][CH:4]([NH:6][C:7]([C:9]1[CH:10]=[C:11]([C:16]2[CH:21]=[CH:20][C:19]([CH3:22])=[CH:18][CH:17]=2)[CH:12]=[C:13]([NH2:15])[CH:14]=1)=[O:8])[CH3:5].N([O-])=O.[Na+].[N-:27]=[N+:28]=[N-].[Na+]. Product: [CH3:1][O:2][CH2:3][CH:4]([NH:6][C:7]([C:9]1[CH:10]=[C:11]([C:16]2[CH:17]=[CH:18][C:19]([CH3:22])=[CH:20][CH:21]=2)[CH:12]=[C:13]([N:15]=[N+:27]=[N-:28])[CH:14]=1)=[O:8])[CH3:5]. The catalyst class is: 574. (2) Reactant: [Br:1][C:2]1[CH:7]=[C:6]([F:8])[CH:5]=[CH:4][C:3]=1[O:9][CH3:10].[N+:11]([O-])([OH:13])=[O:12]. Product: [Br:1][C:2]1[CH:7]=[C:6]([F:8])[CH:5]=[C:4]([N+:11]([O-:13])=[O:12])[C:3]=1[O:9][CH3:10]. The catalyst class is: 65. (3) The catalyst class is: 4. Reactant: [Cl:1][C:2]1[CH:17]=[CH:16][C:15]([Cl:18])=[CH:14][C:3]=1[O:4][C:5]1[CH:13]=[CH:12][CH:11]=[CH:10][C:6]=1[C:7]([OH:9])=O.[F:19][C:20]1[CH:21]=[C:22]([CH3:30])[CH:23]=[C:24]2[C:29]=1[NH:28][CH2:27][CH2:26][CH2:25]2.C(N(CC)CC)C.[I-].ClC1C=CC=C[N+]=1C. Product: [Cl:1][C:2]1[CH:17]=[CH:16][C:15]([Cl:18])=[CH:14][C:3]=1[O:4][C:5]1[CH:13]=[CH:12][CH:11]=[CH:10][C:6]=1[C:7]([N:28]1[C:29]2[C:24](=[CH:23][C:22]([CH3:30])=[CH:21][C:20]=2[F:19])[CH2:25][CH2:26][CH2:27]1)=[O:9]. (4) Reactant: [Br:1][C:2]1[CH:3]=[C:4]([C:12]([NH:14][C:15]2[C:16](Cl)=[N:17][C:18]([Cl:22])=[CH:19][C:20]=2[CH3:21])=[O:13])[C:5]([NH:8][CH:9]2[CH2:11][CH2:10]2)=[N:6][CH:7]=1.C[Si]([N-][Si](C)(C)C)(C)C.[Na+].C1COCC1. Product: [Br:1][C:2]1[CH:7]=[N:6][C:5]2[N:8]([CH:9]3[CH2:11][CH2:10]3)[C:16]3[N:17]=[C:18]([Cl:22])[CH:19]=[C:20]([CH3:21])[C:15]=3[NH:14][C:12](=[O:13])[C:4]=2[CH:3]=1. The catalyst class is: 17. (5) Reactant: [CH2:1]([N:3](CC)CC)[CH3:2].[NH2:8][C:9]1[CH:17]=[C:16]([O:18][CH2:19][C:20]2[CH:25]=[CH:24][CH:23]=[CH:22][CH:21]=2)[CH:15]=[CH:14][C:10]=1[C:11]([OH:13])=O. The catalyst class is: 5. Product: [CH2:19]([O:18][C:16]1[CH:17]=[C:9]2[C:10]([C:11](=[O:13])[N:3]=[C:1]([CH3:2])[NH:8]2)=[CH:14][CH:15]=1)[C:20]1[CH:25]=[CH:24][CH:23]=[CH:22][CH:21]=1. (6) Reactant: CS/[C:3](/[NH:18][C:19]1[CH:20]=[C:21]([CH3:25])[CH:22]=[CH:23][CH:24]=1)=[C:4]1/[CH2:5][N:6]([C:11]([O:13][C:14]([CH3:17])([CH3:16])[CH3:15])=[O:12])[CH2:7][CH2:8][C:9]/1=O.O.[NH2:27][NH2:28]. Product: [C:21]1([CH3:25])[CH:22]=[CH:23][CH:24]=[C:19]([NH:18][C:3]2[C:4]3[CH2:5][N:6]([C:11]([O:13][C:14]([CH3:17])([CH3:16])[CH3:15])=[O:12])[CH2:7][CH2:8][C:9]=3[NH:28][N:27]=2)[CH:20]=1. The catalyst class is: 14.